Task: Predict the reactants needed to synthesize the given product.. Dataset: Full USPTO retrosynthesis dataset with 1.9M reactions from patents (1976-2016) Given the product [N+:10]([C:13]1[CH:21]=[CH:20][C:16]([C:17]2[NH:9][C:5]3[CH:4]=[N:3][C:2]([NH2:1])=[CH:7][C:6]=3[N:8]=2)=[CH:15][CH:14]=1)([O-:12])=[O:11], predict the reactants needed to synthesize it. The reactants are: [NH2:1][C:2]1[CH:7]=[C:6]([NH2:8])[C:5]([NH2:9])=[CH:4][N:3]=1.[N+:10]([C:13]1[CH:21]=[CH:20][C:16]([C:17](O)=O)=[CH:15][CH:14]=1)([O-:12])=[O:11].C([O-])([O-])=O.[K+].[K+].